Dataset: Catalyst prediction with 721,799 reactions and 888 catalyst types from USPTO. Task: Predict which catalyst facilitates the given reaction. (1) Reactant: [CH3:1][O:2][C:3]1[CH:4]=[C:5]([C:11]2[C@@H:20]3[C@@H:15]([CH2:16][CH2:17][CH2:18][CH2:19]3)[C:14](=[O:21])[N:13]([CH:22]3[CH2:27][CH2:26][N:25]([C:28](=[O:44])[C@@H:29]([NH:36]C(=O)OC(C)(C)C)[CH2:30][N:31]4[CH:35]=[CH:34][CH:33]=[N:32]4)[CH2:24][CH2:23]3)[N:12]=2)[CH:6]=[CH:7][C:8]=1[O:9][CH3:10].[ClH:45]. Product: [ClH:45].[NH2:36][C@@H:29]([CH2:30][N:31]1[CH:35]=[CH:34][CH:33]=[N:32]1)[C:28]([N:25]1[CH2:24][CH2:23][CH:22]([N:13]2[N:12]=[C:11]([C:5]3[CH:6]=[CH:7][C:8]([O:9][CH3:10])=[C:3]([O:2][CH3:1])[CH:4]=3)[C@@H:20]3[C@@H:15]([CH2:16][CH2:17][CH2:18][CH2:19]3)[C:14]2=[O:21])[CH2:27][CH2:26]1)=[O:44]. The catalyst class is: 12. (2) Reactant: [CH2:1]([O:3][C:4](=[O:22])[CH2:5][C:6]1[CH:11]=[C:10]([N:12]2[CH2:17][CH2:16][N:15]([CH3:18])[CH2:14][CH2:13]2)[CH:9]=[CH:8][C:7]=1[N+:19]([O-])=O)[CH3:2]. Product: [CH2:1]([O:3][C:4](=[O:22])[CH2:5][C:6]1[CH:11]=[C:10]([N:12]2[CH2:13][CH2:14][N:15]([CH3:18])[CH2:16][CH2:17]2)[CH:9]=[CH:8][C:7]=1[NH2:19])[CH3:2]. The catalyst class is: 19.